This data is from CYP3A4 inhibition data for predicting drug metabolism from PubChem BioAssay. The task is: Regression/Classification. Given a drug SMILES string, predict its absorption, distribution, metabolism, or excretion properties. Task type varies by dataset: regression for continuous measurements (e.g., permeability, clearance, half-life) or binary classification for categorical outcomes (e.g., BBB penetration, CYP inhibition). Dataset: cyp3a4_veith. (1) The drug is COC(=O)[C@@]1(Cc2ccc(F)cc2)[C@H]2c3cc(C(=O)N(C)C)n(Cc4ccc(C)o4)c3C[C@H]2CN1C(=O)c1ccccc1. The result is 1 (inhibitor). (2) The drug is O=C(O)c1ccccc1C(=O)NNc1ccc(Cl)cc1. The result is 1 (inhibitor). (3) The compound is O=C1OCCN1/N=C\c1ccc([N+](=O)[O-])o1. The result is 0 (non-inhibitor). (4) The drug is CCOC(=O)CCc1c(C)nc2ncnn2c1C. The result is 0 (non-inhibitor). (5) The molecule is Cc1ccc(CNC(=O)[C@H](C)[C@H]2C[C@]2(C)[C@H](NC(=O)OCc2ccccc2)c2ccccc2)o1. The result is 1 (inhibitor). (6) The drug is Cc1ccc(C)n1CCN1CCN(CC(=O)Nc2cc(C(F)(F)F)ccc2Cl)CC1. The result is 1 (inhibitor). (7) The drug is O=c1c(CCc2ccccc2)nc2cnc(N3CCOCC3)nc2n1CCc1ccccc1. The result is 0 (non-inhibitor).